Task: Predict the reaction yield, written as a fraction of the theoretical maximum amount of product (1.0 means a 100% yield; for example, 0.34 means a 34% yield).. Dataset: Reaction yield outcomes from USPTO patents with 853,638 reactions (1) The reactants are [CH3:1][O:2][C:3]1[CH:36]=[CH:35][C:6]([CH2:7][N:8]2[C:12]3=[N:13][CH:14]=[CH:15][C:16]([O:17][C:18]4[CH:23]=[CH:22][C:21]([NH2:24])=[CH:20][C:19]=4[F:25])=[C:11]3[C:10]([N:26]3[CH2:31][CH2:30][CH:29]([N:32]([CH3:34])[CH3:33])[CH2:28][CH2:27]3)=[N:9]2)=[CH:5][CH:4]=1.[F:37][C:38]1[CH:43]=[CH:42][C:41]([N:44]2[C:49](=[O:50])[C:48]([C:51](O)=[O:52])=[CH:47][CH:46]=[N:45]2)=[CH:40][CH:39]=1.Cl.C(N=C=NCCCN(C)C)C.N1(O)C2C=CC=CC=2N=N1.C(N(C(C)C)C(C)C)C. The catalyst is CN(C=O)C. The product is [CH3:34][N:32]([CH3:33])[CH:29]1[CH2:30][CH2:31][N:26]([C:10]2[C:11]3[C:12](=[N:13][CH:14]=[CH:15][C:16]=3[O:17][C:18]3[CH:23]=[CH:22][C:21]([NH:24][C:51]([C:48]4[C:49](=[O:50])[N:44]([C:41]5[CH:42]=[CH:43][C:38]([F:37])=[CH:39][CH:40]=5)[N:45]=[CH:46][CH:47]=4)=[O:52])=[CH:20][C:19]=3[F:25])[N:8]([CH2:7][C:6]3[CH:5]=[CH:4][C:3]([O:2][CH3:1])=[CH:36][CH:35]=3)[N:9]=2)[CH2:27][CH2:28]1. The yield is 0.642. (2) The reactants are [Br:1][C:2]1[CH:7]=[CH:6][N:5]=[C:4]([C:8]([OH:10])=O)[CH:3]=1.CN(C(ON1N=NC2C=CC=NC1=2)=[N+](C)C)C.F[P-](F)(F)(F)(F)F.C(N(C(C)C)C(C)C)C.[CH3:44][O:45][C:46]1[CH:51]=[CH:50][C:49]([CH2:52][NH2:53])=[CH:48][CH:47]=1.[OH-].[Na+]. The catalyst is CN(C=O)C. The product is [Br:1][C:2]1[CH:7]=[CH:6][N:5]=[C:4]([C:8]([NH:53][CH2:52][C:49]2[CH:50]=[CH:51][C:46]([O:45][CH3:44])=[CH:47][CH:48]=2)=[O:10])[CH:3]=1. The yield is 0.750. (3) The reactants are [Br:1][C:2]1[C:3]([C:20]2[S:24][C:23]3[CH:25]=[CH:26][C:27]([N+:29]([O-])=O)=[CH:28][C:22]=3[CH:21]=2)=[N:4][C:5]([NH:8][CH2:9][CH2:10][N:11]2[C:15]([CH3:17])([CH3:16])[C:14](=[O:18])[NH:13][C:12]2=[O:19])=[N:6][CH:7]=1.C(O)C.[In]. The catalyst is O. The product is [NH2:29][C:27]1[CH:26]=[CH:25][C:23]2[S:24][C:20]([C:3]3[C:2]([Br:1])=[CH:7][N:6]=[C:5]([NH:8][CH2:9][CH2:10][N:11]4[C:15]([CH3:17])([CH3:16])[C:14](=[O:18])[NH:13][C:12]4=[O:19])[N:4]=3)=[CH:21][C:22]=2[CH:28]=1. The yield is 0.150. (4) The reactants are [F:1][C:2]1[C:3]([N:17]=[CH:18][N:19]([CH3:21])[CH3:20])=[N:4][C:5]([O:8][CH2:9][C:10]2[CH:15]=[CH:14][C:13]([F:16])=[CH:12][CH:11]=2)=[N:6][CH:7]=1.N1CC[CH2:24][CH2:23]1.C12(CS(O)(=O)=O)C(C)(C)C(CC1)CC2=O. The catalyst is C1(C)C=CC=CC=1. The product is [F:1][C:2]1[C:3]([N:17]=[CH:18][N:19]2[CH2:21][CH2:24][CH2:23][CH2:20]2)=[N:4][C:5]([O:8][CH2:9][C:10]2[CH:11]=[CH:12][C:13]([F:16])=[CH:14][CH:15]=2)=[N:6][CH:7]=1. The yield is 0.530. (5) The yield is 0.498. The product is [F:5][C:6]1[CH:19]=[C:18]([CH2:20][CH2:21][N+:22]([O-:24])=[O:23])[CH:17]=[CH:16][C:7]=1[O:8][CH2:9][C:10]1[CH:15]=[CH:14][CH:13]=[CH:12][N:11]=1. The catalyst is O. The reactants are CS(C)=O.[F:5][C:6]1[CH:19]=[C:18](/[CH:20]=[CH:21]/[N+:22]([O-:24])=[O:23])[CH:17]=[CH:16][C:7]=1[O:8][CH2:9][C:10]1[CH:15]=[CH:14][CH:13]=[CH:12][N:11]=1.C(O)(=O)C.[BH4-].[Na+].